Dataset: Reaction yield outcomes from USPTO patents with 853,638 reactions. Task: Predict the reaction yield, written as a fraction of the theoretical maximum amount of product (1.0 means a 100% yield; for example, 0.34 means a 34% yield). (1) The reactants are [C:1]([C:3]1[CH:8]=[CH:7][CH:6]=[CH:5][C:4]=1[C:9]1[CH:14]=[CH:13][C:12]([CH2:15][C:16]2[C:17](=[O:42])[N:18]([C@H:28]3[CH2:33][CH2:32][C@H:31]([O:34][CH2:35][C:36](N(OC)C)=[O:37])[CH2:30][CH2:29]3)[C:19]3[N:20]([N:25]=[CH:26][CH:27]=3)[C:21]=2[CH2:22][CH2:23][CH3:24])=[CH:11][CH:10]=1)#[N:2].[CH:43]1([Mg]Br)[CH2:45][CH2:44]1.C(OCC)(=O)C. The catalyst is O1CCCC1. The product is [CH:43]1([CH:36]([OH:37])[CH2:35][O:34][C@H:31]2[CH2:30][CH2:29][C@H:28]([N:18]3[C:17](=[O:42])[C:16]([CH2:15][C:12]4[CH:13]=[CH:14][C:9]([C:4]5[C:3]([C:1]#[N:2])=[CH:8][CH:7]=[CH:6][CH:5]=5)=[CH:10][CH:11]=4)=[C:21]([CH2:22][CH2:23][CH3:24])[N:20]4[N:25]=[CH:26][CH:27]=[C:19]34)[CH2:33][CH2:32]2)[CH2:45][CH2:44]1. The yield is 0.810. (2) The reactants are Br.Br.[CH2:3]([N:10]1[CH2:15][C@@H:14]2[CH2:16][C@H:11]1[CH2:12][NH:13]2)[C:4]1[CH:9]=[CH:8][CH:7]=[CH:6][CH:5]=1.[F:17][C:18]1[CH:19]=[C:20]([N+:25]([O-:27])=[O:26])[CH:21]=[CH:22][C:23]=1F.N12CCCN=C1CCCCC2. The catalyst is C(#N)C. The product is [CH2:3]([N:10]1[CH2:15][C@@H:14]2[CH2:16][C@H:11]1[CH2:12][N:13]2[C:23]1[CH:22]=[CH:21][C:20]([N+:25]([O-:27])=[O:26])=[CH:19][C:18]=1[F:17])[C:4]1[CH:5]=[CH:6][CH:7]=[CH:8][CH:9]=1. The yield is 0.970.